Task: Regression. Given a peptide amino acid sequence and an MHC pseudo amino acid sequence, predict their binding affinity value. This is MHC class II binding data.. Dataset: Peptide-MHC class II binding affinity with 134,281 pairs from IEDB (1) The peptide sequence is VPTSWVPQGRTTWSI. The MHC is DRB4_0103 with pseudo-sequence DRB4_0103. The binding affinity (normalized) is 0.652. (2) The peptide sequence is GEMQIVDKIDAAFKI. The MHC is DRB4_0101 with pseudo-sequence DRB4_0103. The binding affinity (normalized) is 0.259. (3) The peptide sequence is AAATAGTTEYGAFAA. The MHC is HLA-DQA10102-DQB10602 with pseudo-sequence HLA-DQA10102-DQB10602. The binding affinity (normalized) is 0.570.